Dataset: Catalyst prediction with 721,799 reactions and 888 catalyst types from USPTO. Task: Predict which catalyst facilitates the given reaction. (1) Reactant: [CH2:1]([N:8]1[CH2:13][CH2:12][N:11]([C:14]2[CH:21]=[CH:20][CH:19]=[CH:18][C:15]=2C#N)[CH2:10][CH2:9]1)[C:2]1[CH:7]=[CH:6][CH:5]=[CH:4][CH:3]=1.C[Mg+].[Br-].Cl.CCO[C:29]([CH3:31])=[O:30]. Product: [CH2:1]([N:8]1[CH2:9][CH2:10][N:11]([C:14]2[CH:21]=[CH:20][CH:19]=[CH:18][C:15]=2[C:29](=[O:30])[CH3:31])[CH2:12][CH2:13]1)[C:2]1[CH:3]=[CH:4][CH:5]=[CH:6][CH:7]=1. The catalyst class is: 11. (2) Reactant: [CH2:1]([NH:13][C:14]([C:16]1[CH:17]=[C:18]([C:27]2[CH:32]=[CH:31][CH:30]=[C:29]([C:33]([F:36])([F:35])[F:34])[CH:28]=2)[C:19]([O:23][CH2:24][CH2:25][NH2:26])=[C:20]([Br:22])[CH:21]=1)=[O:15])[CH2:2][CH2:3][CH2:4][CH2:5][CH2:6][CH2:7][CH2:8][CH2:9][CH2:10][CH2:11][CH3:12].C(N(CC)CC)C.Cl[C:45]([O:47][CH3:48])=[O:46]. Product: [CH3:48][O:47][C:45](=[O:46])[NH:26][CH2:25][CH2:24][O:23][C:19]1[C:20]([Br:22])=[CH:21][C:16]([C:14](=[O:15])[NH:13][CH2:1][CH2:2][CH2:3][CH2:4][CH2:5][CH2:6][CH2:7][CH2:8][CH2:9][CH2:10][CH2:11][CH3:12])=[CH:17][C:18]=1[C:27]1[CH:32]=[CH:31][CH:30]=[C:29]([C:33]([F:36])([F:34])[F:35])[CH:28]=1. The catalyst class is: 1. (3) Reactant: [CH:1]([C:3]1[CH:4]=[C:5]2[C:10](=[CH:11][CH:12]=1)[N:9]=[CH:8][C:7]([C:13]#[N:14])=[C:6]2[O:15][CH2:16][CH2:17][O:18][CH2:19][CH2:20][O:21][CH3:22])=O.[CH:23]1([NH:26][C:27]2[S:28][CH2:29][C:30](=[O:32])[N:31]=2)[CH2:25][CH2:24]1.C([O-])(=O)C.[Na+]. Product: [CH:23]1([NH:26][C:27]2[S:28]/[C:29](=[CH:1]\[C:3]3[CH:4]=[C:5]4[C:10](=[CH:11][CH:12]=3)[N:9]=[CH:8][C:7]([C:13]#[N:14])=[C:6]4[O:15][CH2:16][CH2:17][O:18][CH2:19][CH2:20][O:21][CH3:22])/[C:30](=[O:32])[N:31]=2)[CH2:25][CH2:24]1. The catalyst class is: 15. (4) Reactant: CC([Si](C1C=CC=CC=1)(C1C=CC=CC=1)[O:6][CH2:7][C@H:8]([C:10]1[N:11]([CH3:29])[C:12](=[O:28])[C:13]2[C:18]([C:19]=1[C:20]1[CH:25]=[CH:24][C:23]([CH3:26])=[C:22]([CH3:27])[CH:21]=1)=[CH:17][CH:16]=[CH:15][CH:14]=2)[OH:9])(C)C.[CH3:42][C:43](=[CH2:45])[CH3:44].CCCC[N+](CCCC)(CCCC)CCCC.[F-].O1CCCC1. Product: [C:43]([O:9][C@@H:8]([C:10]1[N:11]([CH3:29])[C:12](=[O:28])[C:13]2[C:18]([C:19]=1[C:20]1[CH:25]=[CH:24][C:23]([CH3:26])=[C:22]([CH3:27])[CH:21]=1)=[CH:17][CH:16]=[CH:15][CH:14]=2)[CH2:7][OH:6])([CH3:45])([CH3:44])[CH3:42]. The catalyst class is: 4. (5) Reactant: [OH:1][C:2]1[CH:3]=[C:4]([C:8]23[CH2:15][CH2:14][C:11]([CH2:16][C:17]([OH:19])=[O:18])([CH2:12][CH2:13]2)[CH2:10][O:9]3)[CH:5]=[CH:6][CH:7]=1.[CH3:20]C1C=CC(S(O)(=O)=O)=CC=1. Product: [OH:1][C:2]1[CH:3]=[C:4]([C:8]23[CH2:13][CH2:12][C:11]([CH2:16][C:17]([O:19][CH3:20])=[O:18])([CH2:14][CH2:15]2)[CH2:10][O:9]3)[CH:5]=[CH:6][CH:7]=1. The catalyst class is: 5. (6) Reactant: C([BH3-])#N.[Na+].CO[C:7]1[C:13]2[CH:14]=[CH:15][CH:16]=[CH:17][C:12]=2[CH2:11][CH2:10][CH:9]([C:18]([O:20][C:21]([CH3:24])([CH3:23])[CH3:22])=[O:19])[N:8]=1.[OH-].[Na+]. Product: [CH2:7]1[C:13]2[CH:14]=[CH:15][CH:16]=[CH:17][C:12]=2[CH2:11][CH2:10][CH:9]([C:18]([O:20][C:21]([CH3:24])([CH3:23])[CH3:22])=[O:19])[NH:8]1. The catalyst class is: 342. (7) Reactant: [CH3:1][N:2]([CH:27]([CH3:29])[CH3:28])[C:3]1[C:4]([C:17]2[CH:18]=[CH:19][C:20]3[O:24][CH:23]=[C:22]([CH3:25])[C:21]=3[CH:26]=2)=[N:5][C:6]2[C:11]([N:12]=1)=[CH:10][C:9]([C:13]([O:15]C)=[O:14])=[CH:8][CH:7]=2.[OH-].[Na+].O. Product: [CH3:1][N:2]([CH:27]([CH3:29])[CH3:28])[C:3]1[C:4]([C:17]2[CH:18]=[CH:19][C:20]3[O:24][CH:23]=[C:22]([CH3:25])[C:21]=3[CH:26]=2)=[N:5][C:6]2[C:11]([N:12]=1)=[CH:10][C:9]([C:13]([OH:15])=[O:14])=[CH:8][CH:7]=2. The catalyst class is: 254. (8) The catalyst class is: 204. Product: [NH:1]1[C:9]2[CH2:8][CH2:7][N:6]([C:20]([N:22]3[CH2:26][C@H:25]4[CH2:27][N:28]([C:30]([O:32][C:33]([CH3:36])([CH3:35])[CH3:34])=[O:31])[CH2:29][C@@H:24]4[CH2:23]3)=[O:21])[CH2:5][C:4]=2[N:3]=[N:2]1. Reactant: [NH:1]1[C:9]2[CH2:8][CH2:7][NH:6][CH2:5][C:4]=2[N:3]=[N:2]1.C(N(CC)C(C)C)(C)C.Cl[C:20]([N:22]1[CH2:26][C@H:25]2[CH2:27][N:28]([C:30]([O:32][C:33]([CH3:36])([CH3:35])[CH3:34])=[O:31])[CH2:29][C@@H:24]2[CH2:23]1)=[O:21].